From a dataset of Tox21: 12 toxicity assays (nuclear receptors and stress response pathways). Binary classification across 12 toxicity assays. (1) The molecule is CNC(=O)Oc1cccc2c1OC(C)(C)O2. It tested positive (active) for: SR-ARE (Antioxidant Response Element (oxidative stress)). (2) The drug is COc1cc(C(C)C)c2c(c1)S(=O)(=O)N(COc1cc(=O)n3cccc(OCCN4CCCCC4)c3n1)C2=O. It tested positive (active) for: NR-AR-LBD (Androgen Receptor Ligand Binding Domain agonist), and SR-ARE (Antioxidant Response Element (oxidative stress)). (3) It tested positive (active) for: NR-AR (Androgen Receptor agonist activity), and NR-AR-LBD (Androgen Receptor Ligand Binding Domain agonist). The compound is CCCCC(CC)COP(=O)(OCC(CC)CCCC)OCC(CC)CCCC. (4) The compound is CCCCCCC(=O)O[C@H]1CC[C@H]2[C@@H]3CC[C@H]4CC(=O)C=C(C)[C@]4(C)[C@H]3CC[C@]12C. It tested positive (active) for: NR-AR (Androgen Receptor agonist activity), NR-AR-LBD (Androgen Receptor Ligand Binding Domain agonist), NR-ER (Estrogen Receptor agonist activity), and NR-ER-LBD (Estrogen Receptor Ligand Binding Domain agonist).